Dataset: Peptide-MHC class II binding affinity with 134,281 pairs from IEDB. Task: Regression. Given a peptide amino acid sequence and an MHC pseudo amino acid sequence, predict their binding affinity value. This is MHC class II binding data. The peptide sequence is GLLHPILVIRNQKVS. The MHC is HLA-DQA10501-DQB10201 with pseudo-sequence HLA-DQA10501-DQB10201. The binding affinity (normalized) is 0.138.